This data is from Forward reaction prediction with 1.9M reactions from USPTO patents (1976-2016). The task is: Predict the product of the given reaction. (1) Given the reactants C(OC([N:8]1[CH2:13][C@H:12]([CH2:14][N:15]2[CH2:20][CH2:19][O:18][CH2:17][C@H:16]2[CH3:21])[N:11]([CH2:22][C:23]([N:25]2[C:33]3[C:28](=[N:29][CH:30]=[C:31]([CH2:34][C:35]4[CH:40]=[CH:39][CH:38]=[CH:37][C:36]=4[F:41])[CH:32]=3)[C:27]([CH3:43])([CH3:42])[CH2:26]2)=[O:24])[CH2:10][C@H:9]1[CH3:44])=O)(C)(C)C.[ClH:45], predict the reaction product. The product is: [ClH:45].[ClH:45].[F:41][C:36]1[CH:37]=[CH:38][CH:39]=[CH:40][C:35]=1[CH2:34][C:31]1[CH:32]=[C:33]2[N:25]([C:23](=[O:24])[CH2:22][N:11]3[CH2:10][C@@H:9]([CH3:44])[NH:8][CH2:13][C@@H:12]3[CH2:14][N:15]3[CH2:20][CH2:19][O:18][CH2:17][C@H:16]3[CH3:21])[CH2:26][C:27]([CH3:42])([CH3:43])[C:28]2=[N:29][CH:30]=1. (2) Given the reactants C([O:8][C:9]1[CH:10]=[C:11]([C:15]2[CH:20]=[CH:19][C:18]([CH2:21][NH:22][C:23]3[N:24]([C:34]4[N:35]=[CH:36][N:37]=[C:38]([NH2:41])[C:39]=4[N:40]=3)[C@@H:25]3[O:33][C@H:30]([CH2:31][OH:32])[C@@H:28]([OH:29])[C@H:26]3[OH:27])=[CH:17][CH:16]=2)[CH:12]=[CH:13][CH:14]=1)C1C=CC=CC=1, predict the reaction product. The product is: [OH:8][C:9]1[CH:10]=[C:11]([C:15]2[CH:20]=[CH:19][C:18]([CH2:21][NH:22][C:23]3[N:24]([C:34]4[N:35]=[CH:36][N:37]=[C:38]([NH2:41])[C:39]=4[N:40]=3)[C@@H:25]3[O:33][C@H:30]([CH2:31][OH:32])[C@@H:28]([OH:29])[C@H:26]3[OH:27])=[CH:17][CH:16]=2)[CH:12]=[CH:13][CH:14]=1.